Dataset: Full USPTO retrosynthesis dataset with 1.9M reactions from patents (1976-2016). Task: Predict the reactants needed to synthesize the given product. (1) Given the product [ClH:28].[CH3:20][S:19][C:16]1[CH:17]=[C:18]2[C:13]([C:12](=[O:25])[N:11]3[CH2:26][CH2:27][NH:8][CH2:9][C@H:10]32)=[C:14]([C:21]([F:23])([F:22])[F:24])[CH:15]=1, predict the reactants needed to synthesize it. The reactants are: C(OC([N:8]1[CH2:27][CH2:26][N:11]2[C:12](=[O:25])[C:13]3[C:18]([C@@H:10]2[CH2:9]1)=[CH:17][C:16]([S:19][CH3:20])=[CH:15][C:14]=3[C:21]([F:24])([F:23])[F:22])=O)(C)(C)C.[ClH:28]. (2) Given the product [CH2:1]([O:3][C:4](=[O:50])[C:5]([CH3:49])([O:42][C:43]1[CH:44]=[CH:45][CH:46]=[CH:47][CH:48]=1)[CH2:6][C:7]1[CH:8]=[CH:9][C:10]([O:13][CH2:14][CH2:15][CH:16]2[CH2:20][N:19]([CH2:21][C:22]3[CH:31]=[CH:30][C:29]4[C:24](=[CH:25][CH:26]=[CH:27][CH:28]=4)[CH:23]=3)[C:18](=[O:32])[NH:17]2)=[CH:11][CH:12]=1)[CH3:2], predict the reactants needed to synthesize it. The reactants are: [CH2:1]([O:3][C:4](=[O:50])[C:5]([CH3:49])([O:42][C:43]1[CH:48]=[CH:47][CH:46]=[CH:45][CH:44]=1)[CH2:6][C:7]1[CH:12]=[CH:11][C:10]([O:13][CH2:14][CH2:15][CH:16]2[CH2:20][N:19]([CH2:21][C:22]3[CH:31]=[CH:30][C:29]4[C:24](=[CH:25][CH:26]=[CH:27][CH:28]=4)[CH:23]=3)[C:18](=[O:32])[N:17]2CC2C=CC(OC)=CC=2)=[CH:9][CH:8]=1)[CH3:2].C([SiH](CC)CC)C. (3) Given the product [CH3:12][C:10]1([CH3:11])[C:6]2[C:1](=[CH:2][CH:3]=[CH:4][CH:5]=2)[NH:7][C:8](=[O:13])[CH2:9]1, predict the reactants needed to synthesize it. The reactants are: [C:1]1([NH:7][C:8](=[O:13])[CH:9]=[C:10]([CH3:12])[CH3:11])[CH:6]=[CH:5][CH:4]=[CH:3][CH:2]=1.[Al+3].[Cl-].[Cl-].[Cl-].Cl. (4) Given the product [F:1][C:2]1[CH:9]=[CH:8][CH:7]=[CH:6][C:3]=1[CH2:4][N:12]1[CH2:13][CH2:14][CH:15]([OH:17])[CH2:16][CH:11]1[CH3:10], predict the reactants needed to synthesize it. The reactants are: [F:1][C:2]1[CH:9]=[CH:8][CH:7]=[CH:6][C:3]=1[CH:4]=O.[CH3:10][CH:11]1[CH2:16][CH:15]([OH:17])[CH2:14][CH2:13][NH:12]1. (5) The reactants are: [C:1]1([S:7](N)(=[O:9])=[O:8])[CH:6]=[CH:5][CH:4]=[CH:3][CH:2]=1.Br[CH2:12][C:13]([C:15]1[CH:20]=[CH:19][CH:18]=[CH:17][CH:16]=1)=[O:14].[C:21](=[O:24])([O-])[O-].[Cs+].[Cs+].C[N:28]([CH:30]=O)C. Given the product [O:14]=[C:13]([C:15]1[CH:20]=[CH:19][CH:18]=[CH:17][CH:16]=1)[CH2:12][N:28]([CH2:30][C:21]([C:1]1[CH:6]=[CH:5][CH:4]=[CH:3][CH:2]=1)=[O:24])[S:7]([C:1]1[CH:6]=[CH:5][CH:4]=[CH:3][CH:2]=1)(=[O:9])=[O:8], predict the reactants needed to synthesize it.